From a dataset of Reaction yield outcomes from USPTO patents with 853,638 reactions. Predict the reaction yield, written as a fraction of the theoretical maximum amount of product (1.0 means a 100% yield; for example, 0.34 means a 34% yield). (1) The reactants are [CH3:1][C@H:2]1[O:7][C@@H:6]([CH3:8])[CH2:5][NH:4][CH2:3]1.C(=O)([O-])[O-].[K+].[K+].Cl[C:16]1[CH:17]=[CH:18][C:19]([N+:23]([O-:25])=[O:24])=[C:20]([CH:22]=1)[NH2:21].O. The catalyst is CN(C)C(=O)C. The product is [CH3:1][C@H:2]1[CH2:3][N:4]([C:16]2[CH:17]=[CH:18][C:19]([N+:23]([O-:25])=[O:24])=[C:20]([CH:22]=2)[NH2:21])[CH2:5][C@@H:6]([CH3:8])[O:7]1. The yield is 0.730. (2) The reactants are [Cl:1][C:2]1[CH:3]=[CH:4][C:5]2[N:6]=[CH:7][C:8](=O)[NH:9][C:10]=2[N:11]=1.O=P(Cl)(Cl)[Cl:15]. No catalyst specified. The product is [Cl:15][C:8]1[N:9]=[C:10]2[N:11]=[C:2]([Cl:1])[CH:3]=[CH:4][C:5]2=[N:6][CH:7]=1. The yield is 0.900. (3) The reactants are CC1C=CC(S(OCC2CC3C=C(Cl)C=C(OC)C=3O2)(=O)=O)=CC=1.[N-]=[N+]=[N-].[Na+].[N:29]([CH2:32][CH:33]1[CH2:37][C:36]2[CH:38]=[C:39]([Cl:44])[CH:40]=[C:41]([O:42][CH3:43])[C:35]=2[O:34]1)=[N+]=[N-].[N-]=[N+]=[N-]. The catalyst is [Pt]. The product is [Cl:44][C:39]1[CH:40]=[C:41]([O:42][CH3:43])[C:35]2[O:34][CH:33]([CH2:32][NH2:29])[CH2:37][C:36]=2[CH:38]=1. The yield is 0.560. (4) The product is [C:8]([C:6]1[C:5]([N+:12]([O-:14])=[O:13])=[CH:4][C:3]([NH:15][C:28]#[C:27][Si:24]([CH3:26])([CH3:25])[CH3:23])=[CH:2][CH:7]=1)([CH3:11])([CH3:10])[CH3:9]. The reactants are Br[C:2]1[CH:7]=[C:6]([C:8]([CH3:11])([CH3:10])[CH3:9])[C:5]([N+:12]([O-:14])=[O:13])=[CH:4][C:3]=1[NH2:15].CCN(CC)CC.[CH3:23][Si:24]([C:27]#[CH:28])([CH3:26])[CH3:25]. The yield is 0.810. The catalyst is C1(C)C=CC=CC=1.O.Cl[Pd](Cl)([P](C1C=CC=CC=1)(C1C=CC=CC=1)C1C=CC=CC=1)[P](C1C=CC=CC=1)(C1C=CC=CC=1)C1C=CC=CC=1.[Cu]I. (5) The yield is 0.450. The product is [CH2:57]([O:1][C:2]1[C:7]2[C@@:8]3([OH:45])[C@@:21]([O:25][CH3:26])([C@H:22]([OH:24])[CH2:23][C:6]=2[CH:5]=[C:4]([CH3:46])[C:3]=1[C:47]([O:49][CH3:50])=[O:48])[C:20](=[O:27])[C:19]1[C:10](=[CH:11][C:12]2[C:13](=[O:43])[C:14]([NH:30][C@@H:31]4[C@H:36]([O:37][CH3:38])[C@H:35]([OH:39])[C@@H:34]([O:40][CH3:41])[C@H:33]([CH3:42])[O:32]4)=[CH:15][C:16](=[O:29])[C:17]=2[C:18]=1[OH:28])[C:9]3=[O:44])[C:58]1[CH:63]=[CH:62][CH:61]=[CH:60][CH:59]=1. The reactants are [OH:1][C:2]1[C:7]2[C@@:8]3([OH:45])[C@@:21]([O:25][CH3:26])([C@H:22]([OH:24])[CH2:23][C:6]=2[CH:5]=[C:4]([CH3:46])[C:3]=1[C:47]([O:49][CH3:50])=[O:48])[C:20](=[O:27])[C:19]1[C:10](=[CH:11][C:12]2[C:13](=[O:43])[C:14]([NH:30][C@@H:31]4[C@H:36]([O:37][CH3:38])[C@H:35]([OH:39])[C@@H:34]([O:40][CH3:41])[C@H:33]([CH3:42])[O:32]4)=[CH:15][C:16](=[O:29])[C:17]=2[C:18]=1[OH:28])[C:9]3=[O:44].C(=O)([O-])[O-].[K+].[K+].[CH2:57](Br)[C:58]1[CH:63]=[CH:62][CH:61]=[CH:60][CH:59]=1. No catalyst specified. (6) The yield is 0.490. The reactants are Br[C:2]1[CH:7]=[C:6]([CH3:8])[C:5]([Br:9])=[CH:4][N:3]=1.[CH2:10]([O:12][C:13]1[CH:14]=[C:15](B(O)O)[CH:16]=[CH:17][CH:18]=1)[CH3:11]. The product is [Br:9][C:5]1[C:6]([CH3:8])=[CH:7][C:2]([C:17]2[CH:16]=[CH:15][CH:14]=[C:13]([O:12][CH2:10][CH3:11])[CH:18]=2)=[N:3][CH:4]=1. No catalyst specified. (7) The reactants are [Br:1][C:2]1[C:10]([F:11])=[CH:9][C:5]([C:6](O)=[O:7])=[C:4]([F:12])[CH:3]=1.[CH3:13][S:14]([NH2:17])(=[O:16])=[O:15]. The catalyst is S(Cl)(Cl)=O.CN(C=O)C.C(Cl)Cl. The product is [Br:1][C:2]1[C:10]([F:11])=[CH:9][C:5]([C:6]([NH:17][S:14]([CH3:13])(=[O:16])=[O:15])=[O:7])=[C:4]([F:12])[CH:3]=1. The yield is 0.385.